This data is from Reaction yield outcomes from USPTO patents with 853,638 reactions. The task is: Predict the reaction yield, written as a fraction of the theoretical maximum amount of product (1.0 means a 100% yield; for example, 0.34 means a 34% yield). (1) The reactants are [Cl:1][C:2]1[CH:7]=[CH:6][C:5]([C:8]2[N:12]([C:13]3[CH:18]=[CH:17][C:16]([S:19]([NH2:22])(=[O:21])=[O:20])=[CH:15][CH:14]=3)[N:11]=[C:10]([CH2:23]O)[CH:9]=2)=[CH:4][CH:3]=1.C1(C)C=CC(S([Cl:34])(=O)=O)=CC=1.[Cl-].[Li+].C(N(CC)CC)C. The catalyst is O1CCCC1.C(OCC)(=O)C. The product is [Cl:1][C:2]1[CH:7]=[CH:6][C:5]([C:8]2[N:12]([C:13]3[CH:18]=[CH:17][C:16]([S:19]([NH2:22])(=[O:21])=[O:20])=[CH:15][CH:14]=3)[N:11]=[C:10]([CH2:23][Cl:34])[CH:9]=2)=[CH:4][CH:3]=1. The yield is 0.800. (2) The catalyst is CN(C)C=O. The product is [CH3:8][C:7]1[O:6][C:5]([C:9]2[CH:18]=[CH:17][C:12]([C:13]([O:15][CH3:16])=[O:14])=[CH:11][CH:10]=2)=[N:4][C:3]=1[CH2:2][S:34]([C:31]1[CH:32]=[CH:33][C:28]([CH2:27][CH2:26][CH2:25][N:22]2[CH2:23][CH2:24][O:19][CH2:20][CH2:21]2)=[CH:29][CH:30]=1)(=[O:35])=[O:36]. The yield is 0.740. The reactants are Cl[CH2:2][C:3]1[N:4]=[C:5]([C:9]2[CH:18]=[CH:17][C:12]([C:13]([O:15][CH3:16])=[O:14])=[CH:11][CH:10]=2)[O:6][C:7]=1[CH3:8].[O:19]1[CH2:24][CH2:23][N:22]([CH2:25][CH2:26][CH2:27][C:28]2[CH:33]=[CH:32][C:31]([S:34]([O-:36])=[O:35])=[CH:30][CH:29]=2)[CH2:21][CH2:20]1.[Li+].C(=O)([O-])[O-].[K+].[K+]. (3) The reactants are [Cl:1][C:2]1[N:7]=[C:6](Cl)[C:5]([NH2:9])=[CH:4][N:3]=1.OP([O-])([O-])=O.[K+].[K+].[C:17]([O:20][CH2:21][CH3:22])(=O)[CH3:18]. The catalyst is C(#N)C.O.C([O-])(=O)C.[Pd+2].C([O-])(=O)C.C1(P(C2CCCCC2)C2C=CC=CC=2C2C(OC)=CC=CC=2OC)CCCCC1. The product is [Cl:1][C:2]1[N:7]=[C:6](/[CH:18]=[CH:17]/[O:20][CH2:21][CH3:22])[C:5]([NH2:9])=[CH:4][N:3]=1. The yield is 0.123.